From a dataset of NCI-60 drug combinations with 297,098 pairs across 59 cell lines. Regression. Given two drug SMILES strings and cell line genomic features, predict the synergy score measuring deviation from expected non-interaction effect. (1) Drug 1: CNC(=O)C1=CC=CC=C1SC2=CC3=C(C=C2)C(=NN3)C=CC4=CC=CC=N4. Drug 2: C1CN(CCN1C(=O)CCBr)C(=O)CCBr. Cell line: SF-539. Synergy scores: CSS=10.7, Synergy_ZIP=-3.71, Synergy_Bliss=-2.51, Synergy_Loewe=-0.241, Synergy_HSA=0.865. (2) Drug 1: C#CCC(CC1=CN=C2C(=N1)C(=NC(=N2)N)N)C3=CC=C(C=C3)C(=O)NC(CCC(=O)O)C(=O)O. Drug 2: C1=NNC2=C1C(=O)NC=N2. Cell line: COLO 205. Synergy scores: CSS=7.42, Synergy_ZIP=-1.92, Synergy_Bliss=0.883, Synergy_Loewe=6.89, Synergy_HSA=-0.888. (3) Cell line: SF-268. Synergy scores: CSS=-1.12, Synergy_ZIP=-1.48, Synergy_Bliss=-0.499, Synergy_Loewe=-11.0, Synergy_HSA=-4.59. Drug 2: C1CN(CCN1C(=O)CCBr)C(=O)CCBr. Drug 1: CNC(=O)C1=NC=CC(=C1)OC2=CC=C(C=C2)NC(=O)NC3=CC(=C(C=C3)Cl)C(F)(F)F. (4) Drug 1: CC1=C(C(CCC1)(C)C)C=CC(=CC=CC(=CC(=O)O)C)C. Drug 2: CS(=O)(=O)CCNCC1=CC=C(O1)C2=CC3=C(C=C2)N=CN=C3NC4=CC(=C(C=C4)OCC5=CC(=CC=C5)F)Cl. Cell line: EKVX. Synergy scores: CSS=9.45, Synergy_ZIP=-6.60, Synergy_Bliss=-5.30, Synergy_Loewe=-3.00, Synergy_HSA=-2.27. (5) Drug 1: CC1=C(C=C(C=C1)NC2=NC=CC(=N2)N(C)C3=CC4=NN(C(=C4C=C3)C)C)S(=O)(=O)N.Cl. Drug 2: C1=NNC2=C1C(=O)NC=N2. Cell line: HT29. Synergy scores: CSS=-0.0955, Synergy_ZIP=1.60, Synergy_Bliss=0.625, Synergy_Loewe=-4.92, Synergy_HSA=-4.48. (6) Drug 1: CC1=C(C(CCC1)(C)C)C=CC(=CC=CC(=CC(=O)O)C)C. Drug 2: CC1C(C(CC(O1)OC2CC(OC(C2O)C)OC3=CC4=CC5=C(C(=O)C(C(C5)C(C(=O)C(C(C)O)O)OC)OC6CC(C(C(O6)C)O)OC7CC(C(C(O7)C)O)OC8CC(C(C(O8)C)O)(C)O)C(=C4C(=C3C)O)O)O)O. Cell line: RXF 393. Synergy scores: CSS=42.3, Synergy_ZIP=8.67, Synergy_Bliss=10.9, Synergy_Loewe=-27.1, Synergy_HSA=8.56. (7) Drug 1: COC1=CC(=CC(=C1O)OC)C2C3C(COC3=O)C(C4=CC5=C(C=C24)OCO5)OC6C(C(C7C(O6)COC(O7)C8=CC=CS8)O)O. Drug 2: COCCOC1=C(C=C2C(=C1)C(=NC=N2)NC3=CC=CC(=C3)C#C)OCCOC.Cl. Cell line: SF-539. Synergy scores: CSS=40.9, Synergy_ZIP=-1.21, Synergy_Bliss=-1.94, Synergy_Loewe=-31.0, Synergy_HSA=-1.37. (8) Drug 1: CCC1=CC2CC(C3=C(CN(C2)C1)C4=CC=CC=C4N3)(C5=C(C=C6C(=C5)C78CCN9C7C(C=CC9)(C(C(C8N6C)(C(=O)OC)O)OC(=O)C)CC)OC)C(=O)OC.C(C(C(=O)O)O)(C(=O)O)O. Drug 2: CN(CCCl)CCCl.Cl. Cell line: SF-539. Synergy scores: CSS=47.1, Synergy_ZIP=-1.79, Synergy_Bliss=-0.600, Synergy_Loewe=-15.7, Synergy_HSA=-0.219. (9) Drug 1: CN1C(=O)N2C=NC(=C2N=N1)C(=O)N. Drug 2: C1=NC(=NC(=O)N1C2C(C(C(O2)CO)O)O)N. Cell line: CCRF-CEM. Synergy scores: CSS=19.0, Synergy_ZIP=-14.6, Synergy_Bliss=-19.9, Synergy_Loewe=-30.7, Synergy_HSA=-16.0. (10) Drug 2: CS(=O)(=O)CCNCC1=CC=C(O1)C2=CC3=C(C=C2)N=CN=C3NC4=CC(=C(C=C4)OCC5=CC(=CC=C5)F)Cl. Synergy scores: CSS=-13.7, Synergy_ZIP=3.44, Synergy_Bliss=-4.42, Synergy_Loewe=-4.93, Synergy_HSA=-12.1. Cell line: KM12. Drug 1: CCCS(=O)(=O)NC1=C(C(=C(C=C1)F)C(=O)C2=CNC3=C2C=C(C=N3)C4=CC=C(C=C4)Cl)F.